Predict the reactants needed to synthesize the given product. From a dataset of Full USPTO retrosynthesis dataset with 1.9M reactions from patents (1976-2016). (1) Given the product [CH:15]1([CH:2]([NH:21][C:22]2[CH:31]=[CH:30][C:25]([C:26]([OH:28])=[O:27])=[CH:24][CH:23]=2)[C:3]2[CH:7]=[C:6]([C:8]3[CH:13]=[CH:12][CH:11]=[CH:10][CH:9]=3)[S:5][C:4]=2[CH3:14])[CH2:20][CH2:19][CH2:18][CH2:17][CH2:16]1, predict the reactants needed to synthesize it. The reactants are: Cl[CH:2]([CH:15]1[CH2:20][CH2:19][CH2:18][CH2:17][CH2:16]1)[C:3]1[CH:7]=[C:6]([C:8]2[CH:13]=[CH:12][CH:11]=[CH:10][CH:9]=2)[S:5][C:4]=1[CH3:14].[NH2:21][C:22]1[CH:31]=[CH:30][C:25]([C:26]([O:28]C)=[O:27])=[CH:24][CH:23]=1.[I-].[Na+].C(=O)([O-])[O-].[Na+].[Na+].Cl.[OH-].[Na+]. (2) Given the product [ClH:38].[N:28]1([C:26]2[CH:25]=[CH:24][C:23]([C:33]3[N:37]=[N:36][NH:35][N:34]=3)=[C:22]([CH:27]=2)[O:21][C@H:13]2[CH2:12][CH2:11][C@@H:10]3[C@@H:15]([CH2:16][C@@H:17]([C:18]([OH:20])=[O:19])[NH:8][CH2:9]3)[CH2:14]2)[CH:32]=[CH:31][CH:30]=[N:29]1, predict the reactants needed to synthesize it. The reactants are: C(OC([N:8]1[C@H:17]([C:18]([OH:20])=[O:19])[CH2:16][C@@H:15]2[C@@H:10]([CH2:11][CH2:12][C@H:13]([O:21][C:22]3[CH:27]=[C:26]([N:28]4[CH:32]=[CH:31][CH:30]=[N:29]4)[CH:25]=[CH:24][C:23]=3[C:33]3[N:34]=[N:35][NH:36][N:37]=3)[CH2:14]2)[CH2:9]1)=O)(C)(C)C.[ClH:38]. (3) Given the product [Cl:1][C:2]1[N:6]([CH3:7])[C:5]2[C:8]([N:12]([CH:24]([CH3:26])[CH3:25])[C:13]3[CH:14]=[CH:15][C:16]([C:17]#[N:18])=[CH:19][CH:20]=3)=[CH:9][CH:10]=[CH:11][C:4]=2[N:3]=1, predict the reactants needed to synthesize it. The reactants are: [Cl:1][C:2]1[N:6]([CH3:7])[C:5]2[C:8]([NH:12][C:13]3[CH:20]=[CH:19][C:16]([C:17]#[N:18])=[CH:15][CH:14]=3)=[CH:9][CH:10]=[CH:11][C:4]=2[N:3]=1.[H-].[Na+].Br[CH:24]([CH3:26])[CH3:25]. (4) Given the product [F:18][C:19]1[CH:24]=[CH:23][C:22]([S:25]([NH:15][C:13]2[CH:12]=[CH:11][CH:10]=[C:9]([CH2:8][O:7][CH2:6][C:5]3[CH:4]=[CH:3][C:2]([F:1])=[CH:17][CH:16]=3)[N:14]=2)(=[O:26])=[O:27])=[CH:21][C:20]=1[C:29]([F:32])([F:30])[F:31], predict the reactants needed to synthesize it. The reactants are: [F:1][C:2]1[CH:17]=[CH:16][C:5]([CH2:6][O:7][CH2:8][C:9]2[N:14]=[C:13]([NH2:15])[CH:12]=[CH:11][CH:10]=2)=[CH:4][CH:3]=1.[F:18][C:19]1[CH:24]=[CH:23][C:22]([S:25](Cl)(=[O:27])=[O:26])=[CH:21][C:20]=1[C:29]([F:32])([F:31])[F:30]. (5) Given the product [NH2:30][C:27]1[CH:28]=[C:29]([CH:24]=[CH:25][CH:26]=1)[CH2:31][NH:32]/[CH:14]=[C:5]1\[C:6](=[O:13])[NH:7][C:8](=[O:12])[C:9]2[C:4]\1=[CH:3][C:2]([Br:1])=[CH:11][CH:10]=2, predict the reactants needed to synthesize it. The reactants are: [Br:1][C:2]1[CH:3]=[C:4]2[C:9](=[CH:10][CH:11]=1)[C:8](=[O:12])[NH:7][C:6](=[O:13])[C:5]2=[CH:14]OC.CN1CCN([C:24]2[CH:29]=[CH:28][C:27]([NH2:30])=[CH:26][CH:25]=2)CC1.[CH3:31][N:32](C)C=O.